The task is: Predict the reaction yield, written as a fraction of the theoretical maximum amount of product (1.0 means a 100% yield; for example, 0.34 means a 34% yield).. This data is from Reaction yield outcomes from USPTO patents with 853,638 reactions. (1) The product is [Cl:26][C:27]1[CH:28]=[C:29]2[C:33](=[CH:34][CH:35]=1)[N:32]=[C:31]([C:45]1([C:48]3[CH:53]=[CH:52][C:51]([Cl:54])=[CH:50][CH:49]=3)[CH2:46][CH2:47]1)[C:30]([OH:37])=[C:8]2[C:23]([OH:25])=[O:24]. The reactants are C(C1C=CC=C2C=1N=C(C1(C3C=CC=CC=3)CC1)C(O)=[C:8]2[C:23]([OH:25])=[O:24])C.[Cl:26][C:27]1[CH:28]=[C:29]2[C:33](=[CH:34][CH:35]=1)[NH:32][C:31](=O)[C:30]2=[O:37].C(OCC([C:45]1([C:48]2[CH:53]=[CH:52][C:51]([Cl:54])=[CH:50][CH:49]=2)[CH2:47][CH2:46]1)=O)(=O)C. The yield is 0.270. No catalyst specified. (2) The reactants are [OH:1][C@H:2]1[CH2:17][C:16](=[O:18])[O:15][O:14][C@H:13](/[CH:19]=[CH:20]/[CH2:21][CH2:22][SH:23])[CH2:12][C:11](=[O:24])[NH:10][C@H:9]([CH:25]([CH3:27])[CH3:26])[C:8](=[O:28])[NH:7][C@H:6]([CH3:29])[C:5](=[O:30])[NH:4][C@@H:3]1[CH:31]([CH3:33])[CH3:32].C(N(C(C)C)CC)(C)C.[C:43](Cl)(=[O:45])[CH3:44].Cl. The catalyst is C(Cl)Cl.CCOC(C)=O. The product is [OH:1][C@H:2]1[CH2:17][C:16](=[O:18])[O:15][O:14][C@H:13](/[CH:19]=[CH:20]/[CH2:21][CH2:22][S:23][C:43](=[O:45])[CH3:44])[CH2:12][C:11](=[O:24])[NH:10][C@H:9]([CH:25]([CH3:27])[CH3:26])[C:8](=[O:28])[NH:7][C@H:6]([CH3:29])[C:5](=[O:30])[NH:4][C@@H:3]1[CH:31]([CH3:33])[CH3:32]. The yield is 0.410. (3) The reactants are [CH2:1]([O:8][C:9]1[C:17]([F:18])=[CH:16][CH:15]=[C:14]2[C:10]=1[C:11]([CH2:19][CH2:20][N:21]([CH3:23])[CH3:22])=[CH:12][NH:13]2)[C:2]1[CH:7]=[CH:6][CH:5]=[CH:4][CH:3]=1.C(OC1C=C2C(C(C(=O)C(N(C)C)=O)=CN2)=CC=1F)C1C=CC=CC=1. No catalyst specified. The product is [CH2:1]([O:8][C:9]1[CH:10]=[C:14]2[C:15]([C:11]([CH2:19][CH2:20][N:21]([CH3:22])[CH3:23])=[CH:12][NH:13]2)=[CH:16][C:17]=1[F:18])[C:2]1[CH:3]=[CH:4][CH:5]=[CH:6][CH:7]=1. The yield is 0.770. (4) The reactants are [C:1]([Si:5]([O:8][CH2:9][CH2:10][C:11]1[CH:16]=[CH:15][C:14](I)=[CH:13][CH:12]=1)([CH3:7])[CH3:6])([CH3:4])([CH3:3])[CH3:2].[Br:18][C:19]1[CH:24]=[CH:23][C:22](B(O)O)=[CH:21][CH:20]=1. The catalyst is COCCOC. The product is [Br:18][C:19]1[CH:24]=[CH:23][C:22]([C:14]2[CH:15]=[CH:16][C:11]([CH2:10][CH2:9][O:8][Si:5]([C:1]([CH3:4])([CH3:3])[CH3:2])([CH3:7])[CH3:6])=[CH:12][CH:13]=2)=[CH:21][CH:20]=1. The yield is 0.260. (5) The reactants are [Cl:1][C:2]1[CH:7]=[CH:6][C:5]([C:8]2[N:9]=[C:10]([CH:13]([C:24]3[CH:29]=[CH:28][C:27]([O:30][C:31]([F:34])([F:33])[F:32])=[CH:26][CH:25]=3)[CH2:14][C:15]3[CH:23]=[CH:22][C:18]([C:19](O)=[O:20])=[CH:17][CH:16]=3)[S:11][CH:12]=2)=[CH:4][CH:3]=1.ON1C2C=CC=CC=2N=N1.Cl.C(N=C=NCCCN(C)C)C.CCN(C(C)C)C(C)C.Cl.C[O:68][C:69](=[O:73])[CH2:70][CH2:71][NH2:72]. The catalyst is CN(C=O)C.CO.C1COCC1.[OH-].[Na+].C(OCC)(=O)C. The product is [Cl:1][C:2]1[CH:3]=[CH:4][C:5]([C:8]2[N:9]=[C:10]([CH:13]([C:24]3[CH:29]=[CH:28][C:27]([O:30][C:31]([F:32])([F:34])[F:33])=[CH:26][CH:25]=3)[CH2:14][C:15]3[CH:16]=[CH:17][C:18]([C:19]([NH:72][CH2:71][CH2:70][C:69]([OH:73])=[O:68])=[O:20])=[CH:22][CH:23]=3)[S:11][CH:12]=2)=[CH:6][CH:7]=1. The yield is 0.690. (6) The reactants are Br[C:2]1[CH:7]=[CH:6][C:5]([CH:8]2[CH2:13][CH2:12][CH2:11][N:10]([C:14]([O:16][C:17]([CH3:20])([CH3:19])[CH3:18])=[O:15])[CH2:9]2)=[CH:4][CH:3]=1.[B:21]1([B:21]2[O:25][C:24]([CH3:27])([CH3:26])[C:23]([CH3:29])([CH3:28])[O:22]2)[O:25][C:24]([CH3:27])([CH3:26])[C:23]([CH3:29])([CH3:28])[O:22]1. No catalyst specified. The product is [CH3:28][C:23]1([CH3:29])[C:24]([CH3:27])([CH3:26])[O:25][B:21]([C:2]2[CH:7]=[CH:6][C:5]([CH:8]3[CH2:13][CH2:12][CH2:11][N:10]([C:14]([O:16][C:17]([CH3:20])([CH3:19])[CH3:18])=[O:15])[CH2:9]3)=[CH:4][CH:3]=2)[O:22]1. The yield is 0.480.